Dataset: Forward reaction prediction with 1.9M reactions from USPTO patents (1976-2016). Task: Predict the product of the given reaction. (1) Given the reactants [CH:1]1([CH2:4][CH2:5][C:6]2[S:10][C:9]([CH:11]=[O:12])=[CH:8][CH:7]=2)CC1.[H-].[Na+].CI.Cl.[O:18]1CCC[CH2:19]1, predict the reaction product. The product is: [CH3:19][O:18][CH2:1][CH2:4][CH2:5][C:6]1[S:10][C:9]([CH:11]=[O:12])=[CH:8][CH:7]=1. (2) The product is: [CH2:20]([C:19]([C:16]1[CH:15]=[CH:14][C:13]([C:11]2[CH:12]=[C:7]([CH2:6][C:5]([OH:39])=[O:4])[CH:8]=[N:9][CH:10]=2)=[CH:18][CH:17]=1)([C:22]1[CH:27]=[CH:26][C:25]([CH2:28][CH2:29][C:30]2([OH:35])[CH2:31][CH2:32][CH2:33][CH2:34]2)=[C:24]([CH3:36])[CH:23]=1)[CH2:37][CH3:38])[CH3:21]. Given the reactants [OH-].[Na+].C[O:4][C:5](=[O:39])[CH2:6][C:7]1[CH:8]=[N:9][CH:10]=[C:11]([C:13]2[CH:18]=[CH:17][C:16]([C:19]([CH2:37][CH3:38])([C:22]3[CH:27]=[CH:26][C:25]([CH2:28][CH2:29][C:30]4([OH:35])[CH2:34][CH2:33][CH2:32][CH2:31]4)=[C:24]([CH3:36])[CH:23]=3)[CH2:20][CH3:21])=[CH:15][CH:14]=2)[CH:12]=1.[Cl-].[NH4+], predict the reaction product. (3) The product is: [Cl:1][C:2]1[CH:3]=[C:4]([CH:31]=[CH:32][CH:33]=1)[CH2:5][NH:6][C:7]([C:9]1[N:10]([CH2:25][CH:26]([O:29][CH3:30])[O:27][CH3:28])[CH:11]=[C:12]([C:35]([CH3:36])=[CH2:34])[C:13](=[O:23])[C:14]=1[O:15][CH2:16][C:17]1[CH:22]=[CH:21][CH:20]=[CH:19][CH:18]=1)=[O:8]. Given the reactants [Cl:1][C:2]1[CH:3]=[C:4]([CH:31]=[CH:32][CH:33]=1)[CH2:5][NH:6][C:7]([C:9]1[N:10]([CH2:25][CH:26]([O:29][CH3:30])[O:27][CH3:28])[CH:11]=[C:12](Br)[C:13](=[O:23])[C:14]=1[O:15][CH2:16][C:17]1[CH:22]=[CH:21][CH:20]=[CH:19][CH:18]=1)=[O:8].[CH2:34]([Sn](CCCC)(CCCC)CC=C)[CH2:35][CH2:36]C, predict the reaction product. (4) Given the reactants C(OC(NNC[C:11]([C:13]1[CH:18]=[CH:17][CH:16]=[CH:15][CH:14]=1)=[CH2:12])=O)(C)(C)C.[ClH:19].C1(C(=C)[CH2:27][NH:28][NH2:29])C=CC=CC=1, predict the reaction product. The product is: [ClH:19].[C:13]1([CH:11]=[CH:12][CH2:27][NH:28][NH2:29])[CH:14]=[CH:15][CH:16]=[CH:17][CH:18]=1.